Dataset: Full USPTO retrosynthesis dataset with 1.9M reactions from patents (1976-2016). Task: Predict the reactants needed to synthesize the given product. (1) Given the product [CH2:10]([O:9][C:8]1[CH:7]=[CH:6][C:5]([C:13]2[O:17][N:16]=[C:15]([C:18]3[CH:35]=[CH:34][C:21]4[CH2:22][CH2:23][NH:24][CH2:25][CH2:26][C:20]=4[CH:19]=3)[N:14]=2)=[CH:4][C:3]=1[C:1]#[N:2])[CH2:11][CH3:12], predict the reactants needed to synthesize it. The reactants are: [C:1]([C:3]1[CH:4]=[C:5]([C:13]2[O:17][N:16]=[C:15]([C:18]3[CH:35]=[CH:34][C:21]4[CH2:22][CH2:23][N:24](C(OC(C)(C)C)=O)[CH2:25][CH2:26][C:20]=4[CH:19]=3)[N:14]=2)[CH:6]=[CH:7][C:8]=1[O:9][CH2:10][CH2:11][CH3:12])#[N:2].FC(F)(F)C(O)=O. (2) Given the product [CH:1]([O:5][C:6]([N:8]1[CH2:13][CH2:12][CH:11]([N:14]2[C:18]3=[N:19][CH:20]=[N:21][C:22]([NH:23][C:24]4[CH:29]=[CH:28][C:27]([S:30]([CH3:33])(=[O:32])=[O:31])=[CH:26][C:25]=4[F:34])=[C:17]3[CH:16]=[N:15]2)[CH2:10][CH2:9]1)=[O:7])([CH3:3])[CH3:2], predict the reactants needed to synthesize it. The reactants are: [C:1]([O:5][C:6]([N:8]1[CH2:13][CH2:12][CH:11]([N:14]2[C:18]3=[N:19][CH:20]=[N:21][C:22]([NH:23][C:24]4[CH:29]=[CH:28][C:27]([S:30]([CH3:33])(=[O:32])=[O:31])=[CH:26][C:25]=4[F:34])=[C:17]3[CH:16]=[N:15]2)[CH2:10][CH2:9]1)=[O:7])(C)([CH3:3])[CH3:2].FC(F)(F)C(O)=O.ClC(OC(C)C)=O. (3) Given the product [F:1][C:2]1[CH:17]=[CH:16][C:5]([CH2:6][C:7]2[C:13]([CH3:14])=[N:23][C:24]3[N:25]([N:26]=[CH:27][C:28]=3[C:29]([O:31][CH2:32][CH3:33])=[O:30])[C:8]=2[OH:10])=[CH:4][C:3]=1[O:18][C:19]([F:20])([F:21])[F:22], predict the reactants needed to synthesize it. The reactants are: [F:1][C:2]1[CH:17]=[CH:16][C:5]([CH2:6][CH:7]([C:13](=O)[CH3:14])[C:8]([O:10]CC)=O)=[CH:4][C:3]=1[O:18][C:19]([F:22])([F:21])[F:20].[NH2:23][C:24]1[C:28]([C:29]([O:31][CH2:32][CH3:33])=[O:30])=[CH:27][NH:26][N:25]=1. (4) Given the product [Cl:1][C:2]1[N:10]([CH2:11][CH:12]=[CH2:13])[C:9]2[C:8](=[O:14])[NH:7][C:6](=[O:15])[N:5]([CH2:23][CH2:24][CH:25]([CH3:27])[CH3:26])[C:4]=2[N:3]=1, predict the reactants needed to synthesize it. The reactants are: [Cl:1][C:2]1[N:10]([CH2:11][CH:12]=[CH2:13])[C:9]2[C:8](=[O:14])[NH:7][C:6](=[O:15])[NH:5][C:4]=2[N:3]=1.C(=O)([O-])[O-].[Na+].[Na+].Br[CH2:23][CH2:24][CH:25]([CH3:27])[CH3:26]. (5) Given the product [Cl:20][C:6]1[CH:5]=[N:4][CH:3]=[C:2]([Cl:1])[C:7]=1[S:8][C:9]1[S:13][C:12]([C:14]([NH:27][CH2:26][C:25]2[CH:28]=[C:29]([O:31][CH3:32])[CH:30]=[C:23]([O:22][CH3:21])[CH:24]=2)=[O:16])=[CH:11][C:10]=1[N+:17]([O-:19])=[O:18], predict the reactants needed to synthesize it. The reactants are: [Cl:1][C:2]1[CH:3]=[N:4][CH:5]=[C:6]([Cl:20])[C:7]=1[S:8][C:9]1[S:13][C:12]([C:14]([OH:16])=O)=[CH:11][C:10]=1[N+:17]([O-:19])=[O:18].[CH3:21][O:22][C:23]1[CH:24]=[C:25]([CH:28]=[C:29]([O:31][CH3:32])[CH:30]=1)[CH2:26][NH2:27].